The task is: Predict which catalyst facilitates the given reaction.. This data is from Catalyst prediction with 721,799 reactions and 888 catalyst types from USPTO. (1) Reactant: [C:1]([O:4][C:5]1[CH:13]=[C:12]([CH3:14])[CH:11]=[CH:10][C:6]=1[C:7](O)=[S:8])(=[O:3])[CH3:2].CCN(CC)CC.CN(C=O)C.C(Cl)(=O)C(Cl)=O.[NH2:33][C:34]1[C:35]([C:40]([NH:42][C:43]2[CH:48]=[CH:47][C:46]([Cl:49])=[CH:45][N:44]=2)=[O:41])=[N:36][CH:37]=[CH:38][CH:39]=1. Product: [C:1]([O:4][C:5]1[CH:13]=[C:12]([CH3:14])[CH:11]=[CH:10][C:6]=1[C:7]([NH:33][C:34]1[C:35]([C:40]([NH:42][C:43]2[CH:48]=[CH:47][C:46]([Cl:49])=[CH:45][N:44]=2)=[O:41])=[N:36][CH:37]=[CH:38][CH:39]=1)=[S:8])(=[O:3])[CH3:2]. The catalyst class is: 4. (2) Reactant: Br[C:2]1[CH:23]=[CH:22][C:5]([CH2:6][NH:7][C:8]([C:10]2[CH:15]=[CH:14][C:13]([C:16]3[CH:21]=[CH:20][CH:19]=[CH:18][CH:17]=3)=[CH:12][CH:11]=2)=[O:9])=[CH:4][CH:3]=1.[CH3:24][C:25]1[N:26]=[CH:27][NH:28][CH:29]=1.N1C=CC=CC=1C(=O)CC(C1C=CC=CN=1)=O.C([O-])([O-])=O.[Cs+].[Cs+]. Product: [CH3:24][C:25]1[N:26]=[CH:27][N:28]([C:2]2[CH:23]=[CH:22][C:5]([CH2:6][NH:7][C:8]([C:10]3[CH:15]=[CH:14][C:13]([C:16]4[CH:21]=[CH:20][CH:19]=[CH:18][CH:17]=4)=[CH:12][CH:11]=3)=[O:9])=[CH:4][CH:3]=2)[CH:29]=1. The catalyst class is: 471. (3) Reactant: [NH2:1][C:2]1[C:17]([OH:18])=[CH:16][CH:15]=[CH:14][C:3]=1[C:4]([NH:6][C:7]1[CH:12]=[CH:11][C:10]([Cl:13])=[CH:9][N:8]=1)=[O:5].[Cl:19]N1C(=O)CCC1=O. Product: [NH2:1][C:2]1[C:17]([OH:18])=[CH:16][C:15]([Cl:19])=[CH:14][C:3]=1[C:4]([NH:6][C:7]1[CH:12]=[CH:11][C:10]([Cl:13])=[CH:9][N:8]=1)=[O:5]. The catalyst class is: 9. (4) Reactant: Br[C:2]1[CH:3]=[C:4]([F:14])[C:5]2[O:10][CH2:9][CH:8]([CH2:11][OH:12])[O:7][C:6]=2[CH:13]=1.[CH3:15][S:16]([O-:18])=[O:17].[Na+].N1CCC[C@H]1C(O)=O.C([O-])([O-])=O.[K+].[K+]. Product: [F:14][C:4]1[C:5]2[O:10][CH2:9][CH:8]([CH2:11][OH:12])[O:7][C:6]=2[CH:13]=[C:2]([S:16]([CH3:15])(=[O:18])=[O:17])[CH:3]=1. The catalyst class is: 156.